Dataset: Catalyst prediction with 721,799 reactions and 888 catalyst types from USPTO. Task: Predict which catalyst facilitates the given reaction. (1) Reactant: Cl[C:2]1[C:11]2[N:12]=[C:13]([CH2:27][O:28][CH2:29][CH3:30])[N:14]([CH2:15][CH2:16][N:17]3[C:21]4([CH2:25][CH2:24][CH2:23][CH2:22]4)[O:20][N:19]=[C:18]3[CH3:26])[C:10]=2[C:9]2[CH:8]=[CH:7][CH:6]=[CH:5][C:4]=2[N:3]=1.[NH3:31]. Product: [CH2:29]([O:28][CH2:27][C:13]1[N:14]([CH2:15][CH2:16][N:17]2[C:21]3([CH2:25][CH2:24][CH2:23][CH2:22]3)[O:20][N:19]=[C:18]2[CH3:26])[C:10]2[C:9]3[CH:8]=[CH:7][CH:6]=[CH:5][C:4]=3[N:3]=[C:2]([NH2:31])[C:11]=2[N:12]=1)[CH3:30]. The catalyst class is: 5. (2) Product: [CH3:18][C:11]1[CH:12]=[CH:13][CH:14]=[C:15]2[C:10]=1[N:9]=[C:8]([NH:19][C:20]1[CH:28]=[C:27]3[C:23]([C:24]([CH2:29][OH:30])=[N:25][NH:26]3)=[CH:22][CH:21]=1)[N:17]=[CH:16]2. Reactant: O1CCOCC1.Cl[C:8]1[N:17]=[CH:16][C:15]2[C:10](=[C:11]([CH3:18])[CH:12]=[CH:13][CH:14]=2)[N:9]=1.[NH2:19][C:20]1[CH:28]=[C:27]2[C:23]([C:24]([CH2:29][OH:30])=[N:25][NH:26]2)=[CH:22][CH:21]=1.Cl. The catalyst class is: 13. (3) Reactant: Cl.[Br:2][C:3]1[CH:4]=[C:5]2[C:9](=[CH:10][C:11]=1[F:12])[CH2:8][NH:7][CH2:6]2.[OH-].[Na+].[CH3:15][C:16]([O:19][C:20](O[C:20]([O:19][C:16]([CH3:18])([CH3:17])[CH3:15])=[O:21])=[O:21])([CH3:18])[CH3:17]. Product: [Br:2][C:3]1[CH:4]=[C:5]2[C:9](=[CH:10][C:11]=1[F:12])[CH2:8][N:7]([C:20]([O:19][C:16]([CH3:18])([CH3:17])[CH3:15])=[O:21])[CH2:6]2. The catalyst class is: 97. (4) Reactant: [C:1]([C:3]1[CH:4]=[C:5]([NH:9][C:10](=[O:13])[CH2:11][CH3:12])[CH:6]=[CH:7][CH:8]=1)#[N:2].[H-].[Na+].[I:16][C:17]1[CH:18]=[C:19]([CH:22]=[CH:23][CH:24]=1)[CH2:20]Br. Product: [C:1]([C:3]1[CH:4]=[C:5]([N:9]([CH2:20][C:19]2[CH:22]=[CH:23][CH:24]=[C:17]([I:16])[CH:18]=2)[C:10](=[O:13])[CH2:11][CH3:12])[CH:6]=[CH:7][CH:8]=1)#[N:2]. The catalyst class is: 3. (5) Reactant: [CH3:1][O:2][C:3](=[O:17])[C@@H:4]1[CH2:8][C@H:7]([OH:9])[CH2:6][N:5]1[C:10]([O:12][CH2:13][CH2:14][CH2:15][CH3:16])=[O:11].[Cl:18][C:19]1[CH:20]=[C:21](O)[CH:22]=[CH:23][CH:24]=1.C1(P(C2C=CC=CC=2)C2C=CC=CC=2)C=CC=CC=1.N(C(OC(C)C)=O)=NC(OC(C)C)=O. Product: [CH3:1][O:2][C:3](=[O:17])[C@@H:4]1[CH2:8][C@@H:7]([O:9][C:23]2[CH:22]=[CH:21][CH:20]=[C:19]([Cl:18])[CH:24]=2)[CH2:6][N:5]1[C:10]([O:12][CH2:13][CH2:14][CH2:15][CH3:16])=[O:11]. The catalyst class is: 7. (6) Reactant: [CH3:1][N:2]1[CH:7]=[C:6]([N+:8]([O-])=O)[CH:5]=[C:4]([CH3:11])[C:3]1=[O:12].[NH4+].[Cl-]. Product: [NH2:8][C:6]1[CH:5]=[C:4]([CH3:11])[C:3](=[O:12])[N:2]([CH3:1])[CH:7]=1. The catalyst class is: 447.